This data is from Reaction yield outcomes from USPTO patents with 853,638 reactions. The task is: Predict the reaction yield, written as a fraction of the theoretical maximum amount of product (1.0 means a 100% yield; for example, 0.34 means a 34% yield). The reactants are [F:1][C:2]([F:21])([F:20])[C@@H:3]([OH:19])[CH2:4][N:5]1[CH2:10][CH2:9][CH2:8][C@H:7]([C:11]2[CH:16]=[CH:15][CH:14]=[C:13]([O:17][CH3:18])[CH:12]=2)[CH2:6]1.C(#N)C.[Cl:25][C:26]1[CH:31]=[CH:30][C:29]([N:32]=[C:33]=[O:34])=[CH:28][CH:27]=1.Cl. The catalyst is CCOCC.CCCCCC. The product is [ClH:25].[F:21][C:2]([F:1])([F:20])[C@@H:3]([O:19][C:33](=[O:34])[NH:32][C:29]1[CH:30]=[CH:31][C:26]([Cl:25])=[CH:27][CH:28]=1)[CH2:4][N:5]1[CH2:10][CH2:9][CH2:8][C@H:7]([C:11]2[CH:16]=[CH:15][CH:14]=[C:13]([O:17][CH3:18])[CH:12]=2)[CH2:6]1. The yield is 0.850.